Dataset: Reaction yield outcomes from USPTO patents with 853,638 reactions. Task: Predict the reaction yield, written as a fraction of the theoretical maximum amount of product (1.0 means a 100% yield; for example, 0.34 means a 34% yield). The yield is 0.860. The catalyst is ClCCl.O. The product is [CH2:1]([O:3][C:4]1[CH:12]=[CH:11][C:10]([S:14]([N:27]2[CH2:28][CH2:29][N:24]([CH2:22][CH3:23])[CH2:25][CH2:26]2)(=[O:17])=[O:15])=[CH:9][C:5]=1[C:6]([NH2:8])=[O:7])[CH3:2]. The reactants are [CH2:1]([O:3][C:4]1[CH:12]=[CH:11][CH:10]=[CH:9][C:5]=1[C:6]([NH2:8])=[O:7])[CH3:2].Cl[S:14]([OH:17])(=O)=[O:15].S(Cl)(Cl)=O.[CH2:22]([N:24]1[CH2:29][CH2:28][NH:27][CH2:26][CH2:25]1)[CH3:23].